This data is from Full USPTO retrosynthesis dataset with 1.9M reactions from patents (1976-2016). The task is: Predict the reactants needed to synthesize the given product. (1) The reactants are: [H-].[Na+].Cl[C:4]1[C:9]([CH2:10][N:11]([CH3:20])[CH2:12][CH:13]([OH:19])[CH2:14][C:15]([F:18])([F:17])[F:16])=[C:8]([CH3:21])[CH:7]=[C:6]([Cl:22])[N:5]=1. Given the product [Cl:22][C:6]1[CH:7]=[C:8]([CH3:21])[C:9]2[CH2:10][N:11]([CH3:20])[CH2:12][CH:13]([CH2:14][C:15]([F:18])([F:17])[F:16])[O:19][C:4]=2[N:5]=1, predict the reactants needed to synthesize it. (2) Given the product [CH3:1][C:2]1([N:12]2[CH2:17][CH2:16][CH:15]([N:19]3[C:20]4[C:21](=[CH:22][CH:23]=[CH:24][CH:25]=4)[CH2:26][C:27]3=[O:29])[CH2:14][CH2:13]2)[C:11]2[C:6](=[CH:7][CH:8]=[CH:9][CH:10]=2)[CH2:5][CH2:4][CH2:3]1, predict the reactants needed to synthesize it. The reactants are: [CH3:1][C:2]1([N:12]2[CH2:17][CH2:16][C:15](=O)[CH2:14][CH2:13]2)[C:11]2[C:6](=[CH:7][CH:8]=[CH:9][CH:10]=2)[CH2:5][CH2:4][CH2:3]1.[NH2:19][C:20]1[CH:25]=[CH:24][CH:23]=[CH:22][C:21]=1[CH2:26][C:27]([O:29]C)=O.C(O)(=O)C.C(O[BH-](OC(=O)C)OC(=O)C)(=O)C.[Na+]. (3) Given the product [OH:30][C@@H:28]1[CH2:27][N:16]2[C:17]3[N:24]=[C:23]([S:25][CH3:26])[N:22]=[CH:21][C:18]=3[C:19](=[O:20])[N:13]([C:6]3[CH:7]=[CH:8][CH:9]=[C:10]4[C:5]=3[N:4]=[CH:3][N:2]([CH3:1])[C:11]4=[O:12])[CH2:14][C@@H:15]2[CH2:29]1, predict the reactants needed to synthesize it. The reactants are: [CH3:1][N:2]1[C:11](=[O:12])[C:10]2[C:5](=[C:6]([N:13]3[C:19](=[O:20])[C:18]4[CH:21]=[N:22][C:23]([S:25][CH3:26])=[N:24][C:17]=4[N:16]4[CH2:27][C@@H:28]([O:30]C(=O)C5C=CC([N+]([O-])=O)=CC=5)[CH2:29][C@H:15]4[CH2:14]3)[CH:7]=[CH:8][CH:9]=2)[N:4]=[CH:3]1.[OH-].[Na+]. (4) Given the product [C:1]([NH:5][C@H:6]([C:16]([O-:18])=[O:17])[CH2:7][C:8]1[CH:9]=[CH:10][C:11]([O:14][CH3:15])=[CH:12][CH:13]=1)(=[O:4])[CH:2]=[CH2:3].[Na+:21], predict the reactants needed to synthesize it. The reactants are: [C:1]([NH:5][C@H:6]([C:16]([O:18]C)=[O:17])[CH2:7][C:8]1[CH:13]=[CH:12][C:11]([O:14][CH3:15])=[CH:10][CH:9]=1)(=[O:4])[CH:2]=[CH2:3].[OH-].[Na+:21]. (5) Given the product [CH3:20][O:21][C:22]1[C:27]2[O:28][C@@H:29]([CH2:32][N:16]3[CH:11]4[CH2:12][CH2:13][CH:14]3[CH2:15][C:9]([C:5]3[CH:6]=[CH:7][CH:8]=[C:3]([C:2]([F:1])([F:18])[F:19])[CH:4]=3)([OH:17])[CH2:10]4)[CH2:30][O:31][C:26]=2[CH:25]=[CH:24][CH:23]=1, predict the reactants needed to synthesize it. The reactants are: [F:1][C:2]([F:19])([F:18])[C:3]1[CH:4]=[C:5]([C:9]2([OH:17])[CH2:15][CH:14]3[NH:16][CH:11]([CH2:12][CH2:13]3)[CH2:10]2)[CH:6]=[CH:7][CH:8]=1.[CH3:20][O:21][C:22]1[C:27]2[O:28][C@H:29]([CH2:32]OS(C3C=CC(C)=CC=3)(=O)=O)[CH2:30][O:31][C:26]=2[CH:25]=[CH:24][CH:23]=1. (6) The reactants are: [F:1]/[C:2](=[C:8](/[C:10]1[CH:19]=[C:18]2[C:13]([C:14]([CH3:25])([CH3:24])[CH2:15][CH:16]=[C:17]2[C:20]([CH3:23])([CH3:22])[CH3:21])=[CH:12][C:11]=1[O:26][CH2:27][CH2:28][CH3:29])\[CH3:9])/[C:3](OCC)=[O:4].[H-].C([Al+]CC(C)C)C(C)C. Given the product [F:1]/[C:2](=[C:8](/[C:10]1[CH:19]=[C:18]2[C:13]([C:14]([CH3:25])([CH3:24])[CH2:15][CH:16]=[C:17]2[C:20]([CH3:22])([CH3:21])[CH3:23])=[CH:12][C:11]=1[O:26][CH2:27][CH2:28][CH3:29])\[CH3:9])/[CH2:3][OH:4], predict the reactants needed to synthesize it. (7) Given the product [O:13]=[C:8]1[CH2:9][CH2:10][CH2:11][CH2:12][N:7]1[CH2:6][CH2:5][CH:4]=[O:3], predict the reactants needed to synthesize it. The reactants are: C([O:3][CH:4](OCC)[CH2:5][CH2:6][N:7]1[CH2:12][CH2:11][CH2:10][CH2:9][C:8]1=[O:13])C.FC(F)(F)C(O)=O.CCOC(C)=O.[O-][Mn](=O)(=O)=O.[K+]. (8) Given the product [Br:1][C:2]1[CH:13]=[N:12][C:5]2[NH:6][CH2:7][CH2:8][O:9][CH2:10][C:4]=2[CH:3]=1, predict the reactants needed to synthesize it. The reactants are: [Br:1][C:2]1[CH:13]=[N:12][C:5]2[NH:6][C:7](=O)[CH2:8][O:9][CH2:10][C:4]=2[CH:3]=1.[BH4-].[Na+].[NH4+].[Cl-].C([O-])(O)=O.[Na+]. (9) Given the product [OH:5][C:6]1[CH:7]=[C:8]([C:12]2[O:13][C:14]([CH3:42])=[C:15]([CH2:17][O:18][C:19]3[CH:24]=[CH:23][C:22]([CH2:25][O:26][C:27]4[C:31](/[CH:32]=[CH:43]/[P:52](=[O:59])([O:53][CH2:54][CH3:55])[O:56][CH2:57][CH3:58])=[CH:30][N:29]([C:34]5[CH:35]=[CH:36][CH:37]=[CH:38][CH:39]=5)[N:28]=4)=[CH:21][C:20]=3[O:40][CH3:41])[N:16]=2)[CH:9]=[CH:10][CH:11]=1, predict the reactants needed to synthesize it. The reactants are: CS([O:5][C:6]1[CH:11]=[CH:10][CH:9]=[C:8]([C:12]2[O:13][C:14]([CH3:42])=[C:15]([CH2:17][O:18][C:19]3[CH:24]=[CH:23][C:22]([CH2:25][O:26][C:27]4[C:31]([CH:32]=O)=[CH:30][N:29]([C:34]5[CH:39]=[CH:38][CH:37]=[CH:36][CH:35]=5)[N:28]=4)=[CH:21][C:20]=3[O:40][CH3:41])[N:16]=2)[CH:7]=1)(=O)=O.[CH2:43]([P:52](=[O:59])([O:56][CH2:57][CH3:58])[O:53][CH2:54][CH3:55])P(=O)(OCC)OCC.CN(C)C=O.[H-].[Na+].